From a dataset of HIV replication inhibition screening data with 41,000+ compounds from the AIDS Antiviral Screen. Binary Classification. Given a drug SMILES string, predict its activity (active/inactive) in a high-throughput screening assay against a specified biological target. (1) The compound is O=C1[OH+][Co-4]23(NCCN2)(NCCN3)[OH+]C1=O.[Cl-]. The result is 0 (inactive). (2) The result is 0 (inactive). The drug is NC(CCC(=O)NC(CS(=O)(=O)O)C(=O)O)C(=O)O. (3) The compound is Nn1c(Sc2nc3ccccc3c(=O)n2N)nc2ccccc2c1=O. The result is 0 (inactive). (4) The drug is Nc1ccc(SSc2ccc(N)cc2)cc1. The result is 0 (inactive). (5) The compound is CS(=O)(=O)c1ccc(N=CC=CNc2ccc(S(C)(=O)=O)cc2)cc1. The result is 0 (inactive). (6) The compound is CSCCOC(=O)C(=[N+]=[N-])c1ccc([N+](=O)[O-])cc1. The result is 0 (inactive). (7) The molecule is COc1ccc(C=C2SC(=Nc3ccccc3)N(NC(=O)Cc3ccccc3)C2=O)c(OC)c1. The result is 0 (inactive).